Dataset: Catalyst prediction with 721,799 reactions and 888 catalyst types from USPTO. Task: Predict which catalyst facilitates the given reaction. (1) Reactant: [CH3:1][O:2][C:3]([C:5]1[NH:6][C:7]([CH2:10][O:11][CH3:12])=[N:8][CH:9]=1)=[O:4].C(=O)([O-])[O-].[Cs+].[Cs+].Br[CH2:20][C:21]1[CH:25]=[C:24]([C:26]2[S:27][C:28]([Cl:31])=[CH:29][CH:30]=2)[O:23][N:22]=1.O. Product: [CH3:1][O:2][C:3]([C:5]1[N:6]([CH2:20][C:21]2[CH:25]=[C:24]([C:26]3[S:27][C:28]([Cl:31])=[CH:29][CH:30]=3)[O:23][N:22]=2)[C:7]([CH2:10][O:11][CH3:12])=[N:8][CH:9]=1)=[O:4]. The catalyst class is: 3. (2) Reactant: Cl[C:2]1[N:3]=[CH:4][C:5]2[C:10]([CH3:12])([CH3:11])[O:9][C:8]([CH3:14])([CH3:13])[C:6]=2[N:7]=1.[C:15]([O:19][C:20]([N:22]1[CH2:27][CH2:26][CH:25]([NH2:28])[CH2:24][CH2:23]1)=[O:21])([CH3:18])([CH3:17])[CH3:16]. Product: [C:15]([O:19][C:20]([N:22]1[CH2:27][CH2:26][CH:25]([NH:28][C:2]2[N:3]=[CH:4][C:5]3[C:10]([CH3:12])([CH3:11])[O:9][C:8]([CH3:14])([CH3:13])[C:6]=3[N:7]=2)[CH2:24][CH2:23]1)=[O:21])([CH3:18])([CH3:16])[CH3:17]. The catalyst class is: 3.